The task is: Predict which catalyst facilitates the given reaction.. This data is from Catalyst prediction with 721,799 reactions and 888 catalyst types from USPTO. (1) Reactant: [CH3:1][C:2]([CH3:50])([CH3:49])[C:3]([O:5][CH:6]([NH2:48])[O:7][C:8](=[O:47])[N:9]=[CH:10][C:11]1[CH:16]=[CH:15][C:14]([O:17]CC2C=CC=CC=2)=[C:13]([S:25](=[O:46])(=[O:45])[NH:26][CH2:27][CH2:28][C:29]2[CH:34]=[CH:33][C:32]([CH:35]([CH3:37])[CH3:36])=[CH:31][C:30]=2[O:38][CH2:39][C:40]([O:42][CH2:43][CH3:44])=[O:41])[CH:12]=1)=[O:4]. Product: [CH3:50][C:2]([CH3:1])([CH3:49])[C:3]([O:5][CH:6]([NH2:48])[O:7][C:8](=[O:47])[N:9]=[CH:10][C:11]1[CH:16]=[CH:15][C:14]([OH:17])=[C:13]([S:25](=[O:45])(=[O:46])[NH:26][CH2:27][CH2:28][C:29]2[CH:34]=[CH:33][C:32]([CH:35]([CH3:37])[CH3:36])=[CH:31][C:30]=2[O:38][CH2:39][C:40]([O:42][CH2:43][CH3:44])=[O:41])[CH:12]=1)=[O:4]. The catalyst class is: 312. (2) Reactant: [CH3:1][C:2]1[C:6]([CH2:7]O)=[CH:5][N:4]([C:9]2[CH:14]=[CH:13][CH:12]=[CH:11][N:10]=2)[N:3]=1.S(Cl)([Cl:17])=O. Product: [Cl:17][CH2:7][C:6]1[C:2]([CH3:1])=[N:3][N:4]([C:9]2[CH:14]=[CH:13][CH:12]=[CH:11][N:10]=2)[CH:5]=1. The catalyst class is: 11. (3) Reactant: [CH3:1][O:2][C:3]1[C:4]([N+:12]([O-])=O)=[C:5]([CH:9]=[CH:10][CH:11]=1)[C:6]([OH:8])=O.[C:15](O)([C:17](F)(F)F)=O. Product: [NH2:12][C:4]1[C:3]([O:2][CH3:1])=[CH:11][CH:10]=[CH:9][C:5]=1[C:6]([C:11]1[CH:10]=[C:15]([CH3:17])[CH:5]=[CH:4][CH:3]=1)=[O:8]. The catalyst class is: 578. (4) Reactant: [O:1]=[C:2]1[CH2:8][C:7]([C:9]2[CH:10]=[C:11]([CH:14]=[CH:15][CH:16]=2)[C:12]#[N:13])=[N:6][C:5]2[CH:17]=[CH:18][C:19]([C:21]#[C:22][C:23]3[CH2:24][CH2:25][NH:26][CH2:27][CH:28]=3)=[CH:20][C:4]=2[NH:3]1.[CH3:29][C:30](OC(C)=O)=[O:31]. Product: [C:30]([N:26]1[CH2:25][CH:24]=[C:23]([C:22]#[C:21][C:19]2[CH:18]=[CH:17][C:5]3[N:6]=[C:7]([C:9]4[CH:10]=[C:11]([CH:14]=[CH:15][CH:16]=4)[C:12]#[N:13])[CH2:8][C:2](=[O:1])[NH:3][C:4]=3[CH:20]=2)[CH2:28][CH2:27]1)(=[O:31])[CH3:29]. The catalyst class is: 1.